Dataset: Catalyst prediction with 721,799 reactions and 888 catalyst types from USPTO. Task: Predict which catalyst facilitates the given reaction. Reactant: Br[C:2]1[CH:11]=[C:10]2[C:5]([CH:6]=[CH:7][C:8]([N:12]([CH2:23][O:24][CH2:25][CH2:26][Si:27]([CH3:30])([CH3:29])[CH3:28])[C:13]3[S:14][C:15]([CH:18]4[CH2:22][CH2:21][CH2:20][CH2:19]4)=[N:16][N:17]=3)=[N:9]2)=[N:4][CH:3]=1.BrC1C=C2C(C=CC(/N=C3\SC(C4CCCC4)=NN\3COCC[Si](C)(C)C)=N2)=NC=1.[O:61]1[CH2:65][CH2:64][CH:63]([NH2:66])[CH2:62]1.C1(P(C2CCCCC2)C2C=CC=CC=2C2C(C(C)C)=CC(C(C)C)=CC=2C(C)C)CCCCC1.C(=O)([O-])[O-].[Cs+].[Cs+]. Product: [CH:18]1([C:15]2[S:14][C:13]([N:12]([CH2:23][O:24][CH2:25][CH2:26][Si:27]([CH3:30])([CH3:29])[CH3:28])[C:8]3[CH:7]=[CH:6][C:5]4[C:10](=[CH:11][C:2]([NH:66][CH:63]5[CH2:64][CH2:65][O:61][CH2:62]5)=[CH:3][N:4]=4)[N:9]=3)=[N:17][N:16]=2)[CH2:22][CH2:21][CH2:20][CH2:19]1. The catalyst class is: 102.